Dataset: Full USPTO retrosynthesis dataset with 1.9M reactions from patents (1976-2016). Task: Predict the reactants needed to synthesize the given product. (1) Given the product [CH2:15]([O:14][C:12]1[C:41]([C:43]([F:46])([F:45])[F:44])=[CH:10][C:9]2[NH:21][C:22](=[O:39])[CH2:23][C:24]([C:26]3[CH:31]=[CH:30][CH:29]=[C:28]([C:32]4[CH:37]=[CH:36][N:35]=[C:34]([CH3:38])[CH:33]=4)[CH:27]=3)=[N:7][C:8]=2[CH:13]=1)[CH3:16], predict the reactants needed to synthesize it. The reactants are: C(OC(=O)[NH:7][C:8]1[CH:13]=[C:12]([O:14][CH2:15][CH3:16])C(C(F)(F)F)=[CH:10][C:9]=1[NH:21][C:22](=[O:39])[CH2:23][C:24]([C:26]1[CH:31]=[CH:30][CH:29]=[C:28]([C:32]2[CH:37]=[CH:36][N:35]=[C:34]([CH3:38])[CH:33]=2)[CH:27]=1)=O)(C)(C)C.[C:41](O)([C:43]([F:46])([F:45])[F:44])=O. (2) Given the product [CH2:1]([S:3][C:6]1[C:7]([C:12]([NH:14][C:15]2[CH:16]=[C:17]([C:25]([F:28])([F:27])[F:26])[CH:18]=[C:19]([C:21]([F:22])([F:23])[F:24])[CH:20]=2)=[O:13])=[N:8][CH:9]=[CH:10][CH:11]=1)[CH3:2], predict the reactants needed to synthesize it. The reactants are: [CH2:1]([S-:3])[CH3:2].[Na+].Cl[C:6]1[C:7]([C:12]([NH:14][C:15]2[CH:20]=[C:19]([C:21]([F:24])([F:23])[F:22])[CH:18]=[C:17]([C:25]([F:28])([F:27])[F:26])[CH:16]=2)=[O:13])=[N:8][CH:9]=[CH:10][CH:11]=1.CN(C=O)C.